From a dataset of Reaction yield outcomes from USPTO patents with 853,638 reactions. Predict the reaction yield, written as a fraction of the theoretical maximum amount of product (1.0 means a 100% yield; for example, 0.34 means a 34% yield). (1) The reactants are C[O:2][C:3]1[CH:8]=[CH:7][N:6]=[CH:5][CH:4]=1.[CH:9]([Mg]Br)([CH3:11])[CH3:10].Cl[C:15]([O:17][C:18]1[CH:23]=CC=C[CH:19]=1)=[O:16].[C:24](O[K])(C)(C)C. The catalyst is C1COCC1. The product is [C:18]([O:17][C:15]([N:6]1[CH:7]=[CH:8][C:3](=[O:2])[CH2:4][CH:5]1[CH:9]([CH3:11])[CH3:10])=[O:16])([CH3:19])([CH3:23])[CH3:24]. The yield is 0.400. (2) The catalyst is N1C=CC=CC=1. The product is [CH3:23][C:13]1[CH:18]=[CH:17][C:16]([S:19]([O:10][CH2:9][CH:8]([CH:7]2[O:6][C:5](=[O:12])[NH:4][C@@H:3]2[CH2:2][O:1][S:19]([C:27]2[CH:29]=[CH:18][C:13]([CH3:23])=[CH:14][CH:15]=2)(=[O:21])=[O:20])[CH3:11])(=[O:21])=[O:20])=[CH:15][CH:14]=1. The yield is 0.680. The reactants are [OH:1][CH2:2][C@@H:3]1[CH:7]([CH:8]([CH3:11])[CH2:9][OH:10])[O:6][C:5](=[O:12])[NH:4]1.[C:13]1([CH3:23])[CH:18]=[CH:17][C:16]([S:19](Cl)(=[O:21])=[O:20])=[CH:15][CH:14]=1.CCO[C:27]([CH3:29])=O. (3) The reactants are C([O:8][C:9]([C@H:11]1[CH2:15][N:14]([CH3:16])[C:13](=[O:17])[N:12]1[C:18]1[CH:23]=[CH:22][C:21]([C:24]#[N:25])=[C:20]([C:26]([F:29])([F:28])[F:27])[CH:19]=1)=[O:10])C1C=CC=CC=1. The catalyst is CO.[Pd]. The product is [C:24]([C:21]1[CH:22]=[CH:23][C:18]([N:12]2[C@@H:11]([C:9]([OH:10])=[O:8])[CH2:15][N:14]([CH3:16])[C:13]2=[O:17])=[CH:19][C:20]=1[C:26]([F:28])([F:29])[F:27])#[N:25]. The yield is 0.900. (4) The catalyst is CN(C=O)C.O.C(Cl)CCl. The reactants are [S:1]1[CH:5]=[CH:4][CH:3]=[C:2]1[CH2:6][C:7]([OH:9])=O.C1C=NC2N(O)N=NC=2C=1.CCN(C(C)C)C(C)C.[CH3:29][O:30][C:31](=[O:47])[C:32]1[CH:37]=[CH:36][C:35]([NH:38][CH:39]2[CH2:44][CH2:43][CH2:42][CH2:41][CH:40]2[CH3:45])=[C:34]([NH2:46])[CH:33]=1. The yield is 1.00. The product is [CH3:29][O:30][C:31](=[O:47])[C:32]1[CH:37]=[CH:36][C:35]([NH:38][CH:39]2[CH2:44][CH2:43][CH2:42][CH2:41][CH:40]2[CH3:45])=[C:34]([NH:46][C:7](=[O:9])[CH2:6][C:2]2[S:1][CH:5]=[CH:4][CH:3]=2)[CH:33]=1. (5) The yield is 0.850. The reactants are [Br:1][C:2]1[CH:3]=[N:4][CH:5]=[C:6]([CH:10]=1)[C:7](Cl)=[O:8].[Br:11][C:12]1[CH:18]=[CH:17][CH:16]=[CH:15][C:13]=1[NH2:14].C(N(CC)CC)C.O. The catalyst is ClCCl. The product is [Br:1][C:2]1[CH:3]=[N:4][CH:5]=[C:6]([CH:10]=1)[C:7]([NH:14][C:13]1[CH:15]=[CH:16][CH:17]=[CH:18][C:12]=1[Br:11])=[O:8]. (6) The product is [Br:1][C:2]1[C:10]2[S:9][C:8]([CH2:11][OH:12])=[CH:7][C:6]=2[CH:5]=[CH:4][CH:3]=1. The yield is 0.830. The catalyst is O. The reactants are [Br:1][C:2]1[C:10]2[S:9][C:8]([C:11](O)=[O:12])=[CH:7][C:6]=2[CH:5]=[CH:4][CH:3]=1.B.C1COCC1.Cl.B.